This data is from Full USPTO retrosynthesis dataset with 1.9M reactions from patents (1976-2016). The task is: Predict the reactants needed to synthesize the given product. (1) The reactants are: C(OC(N(C)[C@@H](C)C(N[C@@H](C(C)(C)C)C(N1[C@H](C(=O)N[C@H]2C3C(=CC=CC=3)CCC2)CC2C(=CC(C(O)=O)=CC=2)C1)=O)=O)=O)(C)(C)C.[C:48]([O:52][C:53]([N:55]([CH3:132])[C@@H:56]([CH3:131])[C:57]([NH:59][C@@H:60]([C:127]([CH3:130])([CH3:129])[CH3:128])[C:61]([N:63]1[CH2:67][C@@H:66]([C:68]2[CH:77]=[C:76]3[C:71]([CH2:72][C@@H:73]([C:99](=[O:111])[NH:100][C@H:101]4[C:110]5[C:105](=[CH:106][CH:107]=[CH:108][CH:109]=5)[CH2:104][CH2:103][CH2:102]4)[N:74]([C:78](=[O:98])[C@@H:79]([NH:84][C:85](=[O:97])[C@@H:86]([N:88]([C:90]([O:92][C:93]([CH3:96])([CH3:95])[CH3:94])=[O:91])[CH3:89])[CH3:87])[C:80]([CH3:83])([CH3:82])[CH3:81])[CH2:75]3)=[CH:70][CH:69]=2)[CH2:65][C@H:64]1[C:112]([NH:114][C@@H:115]([CH2:120][C:121]1[CH:126]=[CH:125][CH:124]=[CH:123][CH:122]=1)[C:116]([O:118]C)=[O:117])=[O:113])=[O:62])=[O:58])=[O:54])([CH3:51])([CH3:50])[CH3:49]. Given the product [C:48]([O:52][C:53]([N:55]([CH3:132])[C@@H:56]([CH3:131])[C:57]([NH:59][C@@H:60]([C:127]([CH3:130])([CH3:129])[CH3:128])[C:61]([N:63]1[CH2:67][C@@H:66]([C:68]2[CH:77]=[C:76]3[C:71]([CH2:72][C@@H:73]([C:99](=[O:111])[NH:100][C@H:101]4[C:110]5[C:105](=[CH:106][CH:107]=[CH:108][CH:109]=5)[CH2:104][CH2:103][CH2:102]4)[N:74]([C:78](=[O:98])[C@@H:79]([NH:84][C:85](=[O:97])[C@@H:86]([N:88]([C:90]([O:92][C:93]([CH3:94])([CH3:96])[CH3:95])=[O:91])[CH3:89])[CH3:87])[C:80]([CH3:82])([CH3:81])[CH3:83])[CH2:75]3)=[CH:70][CH:69]=2)[CH2:65][C@H:64]1[C:112]([NH:114][C@@H:115]([CH2:120][C:121]1[CH:126]=[CH:125][CH:124]=[CH:123][CH:122]=1)[C:116]([OH:118])=[O:117])=[O:113])=[O:62])=[O:58])=[O:54])([CH3:49])([CH3:50])[CH3:51], predict the reactants needed to synthesize it. (2) The reactants are: [CH2:1]([O:8][C:9]1[CH:35]=[C:34]([Cl:36])[C:12]([CH2:13][CH:14]2[CH2:18][CH2:17][N:16]([C@H:19]3[CH2:24][CH2:23][C@@H:22]([O:25][Si](C(C)(C)C)(C)C)[CH2:21][CH2:20]3)[C:15]2=[O:33])=[C:11]([Cl:37])[CH:10]=1)[C:2]1[CH:7]=[CH:6][CH:5]=[CH:4][CH:3]=1.CCCC[N+](CCCC)(CCCC)CCCC.[F-]. Given the product [CH2:1]([O:8][C:9]1[CH:10]=[C:11]([Cl:37])[C:12]([CH2:13][CH:14]2[CH2:18][CH2:17][N:16]([C@H:19]3[CH2:20][CH2:21][C@@H:22]([OH:25])[CH2:23][CH2:24]3)[C:15]2=[O:33])=[C:34]([Cl:36])[CH:35]=1)[C:2]1[CH:3]=[CH:4][CH:5]=[CH:6][CH:7]=1, predict the reactants needed to synthesize it. (3) Given the product [C:1]([O:5][C:6]([N:8]1[C@H:13]([C:14]([CH3:22])([CH3:21])[O:15][SiH2:16][C:17]([CH3:20])([CH3:19])[CH3:18])[CH2:12][C@:11]2([CH2:23][O:24][S:33]([CH3:32])(=[O:35])=[O:34])[C@H:9]1[CH2:10]2)=[O:7])([CH3:4])([CH3:3])[CH3:2], predict the reactants needed to synthesize it. The reactants are: [C:1]([O:5][C:6]([N:8]1[C@H:13]([C:14]([CH3:22])([CH3:21])[O:15][SiH2:16][C:17]([CH3:20])([CH3:19])[CH3:18])[CH2:12][C@:11]2([CH2:23][OH:24])[C@H:9]1[CH2:10]2)=[O:7])([CH3:4])([CH3:3])[CH3:2].CCN(CC)CC.[CH3:32][S:33](Cl)(=[O:35])=[O:34].C([O-])(O)=O.[Na+]. (4) Given the product [O:16]1[C:20]2[CH:21]=[CH:22][CH:23]=[CH:24][C:19]=2[CH:18]=[C:17]1[C:25]([N:10]1[CH2:9][C@H:8]([CH2:11][CH:12]([CH3:14])[CH3:13])[NH:7][C:6](=[O:15])[C@@H:5]1[CH2:1][CH:2]([CH3:4])[CH3:3])=[O:26], predict the reactants needed to synthesize it. The reactants are: [CH2:1]([C@@H:5]1[NH:10][CH2:9][C@H:8]([CH2:11][CH:12]([CH3:14])[CH3:13])[NH:7][C:6]1=[O:15])[CH:2]([CH3:4])[CH3:3].[O:16]1[C:20]2[CH:21]=[CH:22][CH:23]=[CH:24][C:19]=2[CH:18]=[C:17]1[C:25](O)=[O:26].C([C@@H]1N(C(=O)/C=C/C2C=CC=CC=2)C[C@H](CC(C)C)NC1=O)C(C)C. (5) Given the product [Cl:1][C:2]1[CH:17]=[CH:16][C:5]2[N:6]3[C:20]4[CH:21]=[C:22]([CH2:29][CH:30]([CH3:32])[CH3:31])[C:23]([CH2:25][CH:26]([CH3:27])[CH3:28])=[CH:24][C:19]=4[N:15]=[C:7]3[C:8]3[CH:9]=[CH:10][C:11]([CH3:14])=[N:12][C:13]=3[C:4]=2[CH:3]=1, predict the reactants needed to synthesize it. The reactants are: [Cl:1][C:2]1[CH:17]=[CH:16][C:5]2[N:6]=[C:7]([NH2:15])[C:8]3[CH:9]=[CH:10][C:11]([CH3:14])=[N:12][C:13]=3[C:4]=2[CH:3]=1.I[C:19]1[CH:24]=[C:23]([CH2:25][CH:26]([CH3:28])[CH3:27])[C:22]([CH2:29][CH:30]([CH3:32])[CH3:31])=[CH:21][C:20]=1I.CNCCNC.C([O-])([O-])=O.[Cs+].[Cs+]. (6) Given the product [CH2:1]([CH:4]1[CH2:5][CH2:6][CH:7]([S:10]([C:13]([S:14]([CH:17]2[CH2:18][CH2:19][CH:20]([CH2:23][CH2:24][CH3:25])[CH2:21][CH2:22]2)(=[O:16])=[O:15])=[N+:35]=[N-:36])(=[O:12])=[O:11])[CH2:8][CH2:9]1)[CH2:2][CH3:3], predict the reactants needed to synthesize it. The reactants are: [CH2:1]([CH:4]1[CH2:9][CH2:8][CH:7]([S:10]([CH2:13][S:14]([CH:17]2[CH2:22][CH2:21][CH:20]([CH2:23][CH2:24][CH3:25])[CH2:19][CH2:18]2)(=[O:16])=[O:15])(=[O:12])=[O:11])[CH2:6][CH2:5]1)[CH2:2][CH3:3].C1(C)C=CC(S([N:35]=[N+:36]=[N-])(=O)=O)=CC=1.C1CCN2C(=NCCC2)CC1. (7) Given the product [F:3][C:4]1[CH:5]=[C:6]([C@@H:11]2[CH2:15][N:14]([C@@H:16]([CH2:21][O:22][CH3:23])[C:17]([F:18])([F:19])[F:20])[CH2:13][C@H:12]2[NH:24][C:35]([NH:34][C:31]2[N:30]([C:44]3[CH:49]=[CH:48][CH:47]=[CH:46][CH:45]=3)[N:29]=[C:28]([O:27][CH2:25][CH3:26])[C:32]=2[CH3:33])=[O:36])[CH:7]=[CH:8][C:9]=1[F:10], predict the reactants needed to synthesize it. The reactants are: Cl.Cl.[F:3][C:4]1[CH:5]=[C:6]([C@@H:11]2[CH2:15][N:14]([C@@H:16]([CH2:21][O:22][CH3:23])[C:17]([F:20])([F:19])[F:18])[CH2:13][C@H:12]2[NH2:24])[CH:7]=[CH:8][C:9]=1[F:10].[CH2:25]([O:27][C:28]1[C:32]([CH3:33])=[C:31]([NH:34][C:35](=O)[O:36]C2C=CC=CC=2)[N:30]([C:44]2[CH:49]=[CH:48][CH:47]=[CH:46][CH:45]=2)[N:29]=1)[CH3:26].CCN(C(C)C)C(C)C. (8) Given the product [Si:1]([O:18][CH2:19][C:20]1[N:25]=[C:24]2[C:26]([C:29]([NH:45][CH2:43][CH3:44])=[O:31])=[N:27][O:28][C:23]2=[C:22]([Cl:34])[C:21]=1[N:35]1[CH2:40][C@H:39]([CH3:41])[O:38][C@H:37]([CH3:42])[CH2:36]1)([C:14]([CH3:17])([CH3:16])[CH3:15])([C:8]1[CH:13]=[CH:12][CH:11]=[CH:10][CH:9]=1)[C:2]1[CH:3]=[CH:4][CH:5]=[CH:6][CH:7]=1, predict the reactants needed to synthesize it. The reactants are: [Si:1]([O:18][CH2:19][C:20]1[N:25]=[C:24]2[C:26]([C:29]([O:31]CC)=O)=[N:27][O:28][C:23]2=[C:22]([Cl:34])[C:21]=1[N:35]1[CH2:40][C@H:39]([CH3:41])[O:38][C@H:37]([CH3:42])[CH2:36]1)([C:14]([CH3:17])([CH3:16])[CH3:15])([C:8]1[CH:13]=[CH:12][CH:11]=[CH:10][CH:9]=1)[C:2]1[CH:7]=[CH:6][CH:5]=[CH:4][CH:3]=1.[CH2:43]([NH2:45])[CH3:44].